This data is from Reaction yield outcomes from USPTO patents with 853,638 reactions. The task is: Predict the reaction yield, written as a fraction of the theoretical maximum amount of product (1.0 means a 100% yield; for example, 0.34 means a 34% yield). The reactants are [Br:1][C:2]1[CH:3]=[N:4][C:5]([C:8]2[CH:13]=[CH:12][C:11]([CH2:14][C@H:15]([NH:28][C:29]([C:31]3[S:32][C:33]([C:36]([CH3:39])([CH3:38])[CH3:37])=[CH:34][CH:35]=3)=[O:30])[C:16]([NH:18][C@H:19]([CH3:27])[C:20]([O:22]C(C)(C)C)=[O:21])=[O:17])=[CH:10][CH:9]=2)=[N:6][CH:7]=1.C(O)(C(F)(F)F)=O. The catalyst is C(Cl)Cl.C1(C)C=CC=CC=1. The product is [Br:1][C:2]1[CH:7]=[N:6][C:5]([C:8]2[CH:9]=[CH:10][C:11]([CH2:14][C@H:15]([NH:28][C:29]([C:31]3[S:32][C:33]([C:36]([CH3:37])([CH3:39])[CH3:38])=[CH:34][CH:35]=3)=[O:30])[C:16]([NH:18][C@@H:19]([C:20]([OH:22])=[O:21])[CH3:27])=[O:17])=[CH:12][CH:13]=2)=[N:4][CH:3]=1. The yield is 1.00.